This data is from Forward reaction prediction with 1.9M reactions from USPTO patents (1976-2016). The task is: Predict the product of the given reaction. (1) Given the reactants [CH3:1][O:2][C:3](=[O:11])[C:4]1[CH:9]=[CH:8][C:7]([OH:10])=[CH:6][CH:5]=1.Br[CH2:13][CH2:14][CH2:15][CH2:16][CH2:17][N:18]1[C:26](=[O:27])[C:25]2[C:20](=[CH:21][CH:22]=[CH:23][CH:24]=2)[C:19]1=[O:28].C([O-])([O-])=O.[K+].[K+], predict the reaction product. The product is: [CH3:1][O:2][C:3](=[O:11])[C:4]1[CH:9]=[CH:8][C:7]([O:10][CH2:13][CH2:14][CH2:15][CH2:16][CH2:17][N:18]2[C:19](=[O:28])[C:20]3[C:25](=[CH:24][CH:23]=[CH:22][CH:21]=3)[C:26]2=[O:27])=[CH:6][CH:5]=1. (2) Given the reactants [F:1][C:2]1[CH:7]=[CH:6][C:5]([CH2:8][CH2:9][S:10][CH:11]([C:22]([O:24][CH2:25][C:26]([Cl:29])([Cl:28])[Cl:27])=[O:23])[CH2:12][C:13]2[CH:21]=[CH:20][C:16]([C:17]([OH:19])=[O:18])=[CH:15][CH:14]=2)=[CH:4][CH:3]=1.[CH3:30][C:31]1[O:35][C:34]([C:36]2[CH:41]=[CH:40][CH:39]=[CH:38][CH:37]=2)=[N:33][C:32]=1[CH2:42][CH2:43]O.C1(C2OC(C(F)(F)F)=C(COC(=O)C3C=CC(CC(SCCC4C=CC(F)=CC=4)C(OCC(Cl)(Cl)Cl)=O)=CC=3)N=2)C=CC=CC=1, predict the reaction product. The product is: [CH3:30][C:31]1[O:35][C:34]([C:36]2[CH:37]=[CH:38][CH:39]=[CH:40][CH:41]=2)=[N:33][C:32]=1[CH2:42][CH2:43][O:18][C:17](=[O:19])[C:16]1[CH:20]=[CH:21][C:13]([CH2:12][CH:11]([S:10][CH2:9][CH2:8][C:5]2[CH:6]=[CH:7][C:2]([F:1])=[CH:3][CH:4]=2)[C:22]([O:24][CH2:25][C:26]([Cl:29])([Cl:27])[Cl:28])=[O:23])=[CH:14][CH:15]=1. (3) Given the reactants [Br:1][C:2]1[CH:3]=[N:4][C:5]2[N:6]([N:8]=[C:9]([C:11]([OH:13])=O)[CH:10]=2)[CH:7]=1.[F:14][C:15]([F:26])([F:25])[CH:16]1[C:21]2[CH:22]=[CH:23][S:24][C:20]=2[CH2:19][CH2:18][NH:17]1, predict the reaction product. The product is: [Br:1][C:2]1[CH:3]=[N:4][C:5]2[N:6]([N:8]=[C:9]([C:11]([N:17]3[CH2:18][CH2:19][C:20]4[S:24][CH:23]=[CH:22][C:21]=4[CH:16]3[C:15]([F:14])([F:26])[F:25])=[O:13])[CH:10]=2)[CH:7]=1. (4) Given the reactants [CH3:1][O:2][C:3](=[O:12])[CH2:4][C:5]1[CH:10]=[CH:9][C:8](Br)=[CH:7][CH:6]=1.C1(P(C2CCCCC2)C2C=CC=CC=2C2C(OC)=CC=CC=2OC)CCCCC1.P([O-])([O-])([O-])=O.[K+].[K+].[K+].[CH2:50]([C:52]([C:71]1[CH:76]=[CH:75][C:74]([CH2:77][CH2:78][C:79]([C:85]([F:88])([F:87])[F:86])([OH:84])[C:80]([F:83])([F:82])[F:81])=[C:73]([CH3:89])[CH:72]=1)([C:55]1[CH:60]=[CH:59][C:58](B2OC(C)(C)C(C)(C)O2)=[C:57]([CH3:70])[CH:56]=1)[CH2:53][CH3:54])[CH3:51].[Cl-].[NH4+], predict the reaction product. The product is: [CH3:1][O:2][C:3](=[O:12])[CH2:4][C:5]1[CH:10]=[CH:9][C:8]([C:58]2[CH:59]=[CH:60][C:55]([C:52]([CH2:53][CH3:54])([C:71]3[CH:76]=[CH:75][C:74]([CH2:77][CH2:78][C:79]([OH:84])([C:85]([F:87])([F:88])[F:86])[C:80]([F:83])([F:82])[F:81])=[C:73]([CH3:89])[CH:72]=3)[CH2:50][CH3:51])=[CH:56][C:57]=2[CH3:70])=[CH:7][CH:6]=1. (5) Given the reactants CC1(C)CCCC(C)(C)N1.C([Li])CCC.[C:16]([O:20][C:21]1[CH:26]=[N:25][CH:24]=[C:23]([Cl:27])[N:22]=1)([CH3:19])([CH3:18])[CH3:17].CN(C)[CH:30]=[O:31], predict the reaction product. The product is: [C:16]([O:20][C:21]1[C:26]([CH:30]=[O:31])=[N:25][CH:24]=[C:23]([Cl:27])[N:22]=1)([CH3:19])([CH3:17])[CH3:18].